This data is from Peptide-MHC class II binding affinity with 134,281 pairs from IEDB. The task is: Regression. Given a peptide amino acid sequence and an MHC pseudo amino acid sequence, predict their binding affinity value. This is MHC class II binding data. (1) The peptide sequence is LDAYNMMISAGFSLW. The MHC is DRB1_1101 with pseudo-sequence DRB1_1101. The binding affinity (normalized) is 0.408. (2) The peptide sequence is SLILPGIKAQQSKLA. The MHC is DRB1_0301 with pseudo-sequence DRB1_0301. The binding affinity (normalized) is 0.872.